This data is from Forward reaction prediction with 1.9M reactions from USPTO patents (1976-2016). The task is: Predict the product of the given reaction. (1) Given the reactants [H-].[Al+3].[Li+].[H-].[H-].[H-].[Cl:7][C:8]1[C:13]([Cl:14])=[CH:12][CH:11]=[CH:10][C:9]=1[CH2:15][CH2:16][O:17][CH2:18][C:19]([N:21]1[CH2:26][CH2:25][CH:24]([OH:27])[CH2:23][CH2:22]1)=O.O.O.O.O.O.O.O.O.O.O.S([O-])([O-])(=O)=O.[Na+].[Na+].[OH-].[Na+], predict the reaction product. The product is: [Cl:7][C:8]1[C:13]([Cl:14])=[CH:12][CH:11]=[CH:10][C:9]=1[CH2:15][CH2:16][O:17][CH2:18][CH2:19][N:21]1[CH2:22][CH2:23][CH:24]([OH:27])[CH2:25][CH2:26]1. (2) Given the reactants [C:1]([O:5][C:6]([N:8]1[CH2:13][CH2:12][C:11]2[NH:14][C:15]([C:24]3[CH:29]=[CH:28][N:27]=[C:26]([NH2:30])[N:25]=3)=[C:16]([C:17]3[CH:22]=[CH:21][CH:20]=[C:19]([NH2:23])[CH:18]=3)[C:10]=2[C:9]1=[O:31])=[O:7])([CH3:4])([CH3:3])[CH3:2].[F:32][C:33]1[CH:34]=[C:35]([S:39](Cl)(=[O:41])=[O:40])[CH:36]=[CH:37][CH:38]=1.[CH2:43](N(CC)CC)C, predict the reaction product. The product is: [C:1]([O:5][C:6]([N:8]1[CH2:13][CH2:12][C:11]2[N:14]([CH3:43])[C:15]([C:24]3[CH:29]=[CH:28][N:27]=[C:26]([NH2:30])[N:25]=3)=[C:16]([C:17]3[CH:22]=[CH:21][CH:20]=[C:19]([NH:23][S:39]([C:35]4[CH:36]=[CH:37][CH:38]=[C:33]([F:32])[CH:34]=4)(=[O:41])=[O:40])[CH:18]=3)[C:10]=2[C:9]1=[O:31])=[O:7])([CH3:4])([CH3:2])[CH3:3]. (3) Given the reactants [CH3:1][O:2][C:3]([C:5]1[CH:31]=[CH:30][C:8]2[N:9]=[C:10]([NH:12][CH:13]3[CH2:18][CH2:17][N:16](CC4C=CC(O)=C(OCC)C=4)[CH2:15][CH2:14]3)[O:11][C:7]=2[CH:6]=1)=[O:4].[F:32][CH2:33][CH2:34][O:35][C:36]1[CH:37]=[C:38]([CH:41]=[CH:42][C:43]=1[O:44][CH3:45])[CH:39]=O.C([BH3-])#N.[Na+].C(N(C(C)C)C(C)C)C, predict the reaction product. The product is: [CH3:1][O:2][C:3]([C:5]1[CH:31]=[CH:30][C:8]2[N:9]=[C:10]([NH:12][CH:13]3[CH2:18][CH2:17][N:16]([CH2:39][C:38]4[CH:41]=[CH:42][C:43]([O:44][CH3:45])=[C:36]([O:35][CH2:34][CH2:33][F:32])[CH:37]=4)[CH2:15][CH2:14]3)[O:11][C:7]=2[CH:6]=1)=[O:4]. (4) The product is: [CH3:1][O:2][C:3]1[CH:4]=[C:5]2[C:10](=[CH:11][C:12]=1[O:13][CH3:14])[N:9]=[CH:8][CH:7]=[C:6]2[O:15][C:16]1[CH:24]=[C:23]2[C:19]([C:20]([NH:26][CH2:27][CH3:28])=[N:21][N:22]2[CH3:25])=[CH:18][CH:17]=1. Given the reactants [CH3:1][O:2][C:3]1[CH:4]=[C:5]2[C:10](=[CH:11][C:12]=1[O:13][CH3:14])[N:9]=[CH:8][CH:7]=[C:6]2[O:15][C:16]1[CH:24]=[C:23]2[C:19]([C:20]([NH2:26])=[N:21][N:22]2[CH3:25])=[CH:18][CH:17]=1.[CH:27](=O)[CH3:28], predict the reaction product. (5) Given the reactants [NH2:1][C:2]1[CH:7]=[CH:6][CH:5]=[CH:4][C:3]=1[S:8]([NH:11][C:12]1[CH:21]=[CH:20][C:19]2[CH2:18][CH2:17][CH2:16][CH2:15][C:14]=2[C:13]=1[C:22]([OH:24])=[O:23])(=[O:10])=[O:9].Cl[C:26](Cl)([O:28][C:29](=[O:35])OC(Cl)(Cl)Cl)Cl.[CH2:37]([N:39]([CH2:43]C)[CH2:40][CH2:41]O)[CH3:38], predict the reaction product. The product is: [CH2:37]([N:39]([CH2:40][CH3:41])[CH2:43][CH2:26][O:28][C:29]([NH:1][C:2]1[CH:7]=[CH:6][CH:5]=[CH:4][C:3]=1[S:8]([NH:11][C:12]1[CH:21]=[CH:20][C:19]2[CH2:18][CH2:17][CH2:16][CH2:15][C:14]=2[C:13]=1[C:22]([OH:24])=[O:23])(=[O:10])=[O:9])=[O:35])[CH3:38]. (6) Given the reactants C(OC([N:11]1[CH2:15][CH:14]2[C:16]([CH2:20][O:21]CC3C=CC=CC=3)([OH:19])[CH2:17][CH2:18][CH:13]2[CH2:12]1)=O)C1C=CC=CC=1.[H][H], predict the reaction product. The product is: [OH:21][CH2:20][C:16]1([OH:19])[CH:14]2[CH:13]([CH2:12][NH:11][CH2:15]2)[CH2:18][CH2:17]1. (7) Given the reactants Cl.[F:2][C:3]1[CH:8]=[CH:7][C:6]([CH2:9][C:10](=[NH:14])[O:11][CH2:12][CH3:13])=[CH:5][CH:4]=1.N1C(C)=CC(C)=CC=1C.Cl[C:25]([O:27][CH2:28][CH3:29])=[O:26], predict the reaction product. The product is: [CH2:28]([O:27][C:25]([N:14]=[C:10]([O:11][CH2:12][CH3:13])[CH2:9][C:6]1[CH:5]=[CH:4][C:3]([F:2])=[CH:8][CH:7]=1)=[O:26])[CH3:29]. (8) The product is: [C:1]([C:5]1[O:9][N:8]=[C:7]([NH:10][C:11]([NH:13][C:14]2[CH:19]=[CH:18][CH:17]=[C:16]([S:20][C:22]3[C:31]4[C:26](=[CH:27][C:28]([F:33])=[C:29]([F:32])[CH:30]=4)[N:25]=[CH:24][N:23]=3)[CH:15]=2)=[O:12])[CH:6]=1)([CH3:4])([CH3:2])[CH3:3].[F:32][C:29]1[CH:30]=[C:31]2[C:26](=[CH:27][C:28]=1[F:33])[N:25]=[CH:24][N:23]=[C:22]2[S:20][C:16]1[CH:15]=[C:14]([NH:13][C:11](=[O:12])[NH2:10])[CH:19]=[CH:18][CH:17]=1. Given the reactants [C:1]([C:5]1[O:9][N:8]=[C:7]([NH:10][C:11]([NH:13][C:14]2[CH:19]=[CH:18][CH:17]=[C:16]([SH:20])[CH:15]=2)=[O:12])[CH:6]=1)([CH3:4])([CH3:3])[CH3:2].Cl[C:22]1[C:31]2[C:26](=[CH:27][C:28]([F:33])=[C:29]([F:32])[CH:30]=2)[N:25]=[CH:24][N:23]=1, predict the reaction product. (9) Given the reactants [CH3:1][C@H:2]1[NH:7][C@@H:6]([CH3:8])[CH2:5][N:4]([C:9]2[CH:10]=[C:11]([CH:13]=[CH:14][C:15]=2[O:16][CH3:17])[NH2:12])[CH2:3]1.CN1CCOCC1.[Br:25][C:26]1[CH:31]=[CH:30][C:29]([S:32](Cl)(=[O:34])=[O:33])=[CH:28][CH:27]=1, predict the reaction product. The product is: [Br:25][C:26]1[CH:31]=[CH:30][C:29]([S:32]([NH:12][C:11]2[CH:13]=[CH:14][C:15]([O:16][CH3:17])=[C:9]([N:4]3[CH2:5][C@H:6]([CH3:8])[NH:7][C@H:2]([CH3:1])[CH2:3]3)[CH:10]=2)(=[O:34])=[O:33])=[CH:28][CH:27]=1.